Dataset: Catalyst prediction with 721,799 reactions and 888 catalyst types from USPTO. Task: Predict which catalyst facilitates the given reaction. (1) Reactant: C(O[BH-](OC(=O)C)OC(=O)C)(=O)C.[Na+].[F:15][C:16]([F:31])([F:30])[C:17]1[O:21][N:20]=[C:19]([C:22]2[CH:23]=[C:24]([CH:27]=[CH:28][CH:29]=2)[CH:25]=O)[N:18]=1.[F:32][C:33]1[CH:38]=[CH:37][C:36]([C:39]2[O:40][CH:41]=[C:42]([C:44]([CH3:48])([CH3:47])[CH2:45][NH2:46])[N:43]=2)=[CH:35][CH:34]=1. Product: [F:32][C:33]1[CH:34]=[CH:35][C:36]([C:39]2[O:40][CH:41]=[C:42]([C:44]([CH3:48])([CH3:47])[CH2:45][NH:46][CH2:25][C:24]3[CH:27]=[CH:28][CH:29]=[C:22]([C:19]4[N:18]=[C:17]([C:16]([F:31])([F:30])[F:15])[O:21][N:20]=4)[CH:23]=3)[N:43]=2)=[CH:37][CH:38]=1. The catalyst class is: 26. (2) Reactant: [N:1]1([C:7]2[N:15]=[C:14]([C:16]3[CH:17]=[C:18]([CH2:22][OH:23])[CH:19]=[CH:20][CH:21]=3)[N:13]=[C:12]3[C:8]=2[N:9]=[CH:10][N:11]3[CH:24]2[CH2:29][CH2:28][NH:27][CH2:26][CH2:25]2)[CH2:6][CH2:5][O:4][CH2:3][CH2:2]1.[BH3-]C#N.[Na+].[F:34][C:35]1[CH:36]=[C:37]([CH:40]=[CH:41][CH:42]=1)[CH:38]=O. Product: [F:34][C:35]1[CH:36]=[C:37]([CH:40]=[CH:41][CH:42]=1)[CH2:38][N:27]1[CH2:28][CH2:29][CH:24]([N:11]2[CH:10]=[N:9][C:8]3[C:12]2=[N:13][C:14]([C:16]2[CH:17]=[C:18]([CH2:22][OH:23])[CH:19]=[CH:20][CH:21]=2)=[N:15][C:7]=3[N:1]2[CH2:6][CH2:5][O:4][CH2:3][CH2:2]2)[CH2:25][CH2:26]1. The catalyst class is: 466. (3) Reactant: C([O-])(=O)C.[Na+].Br[CH:7](Br)[C:8]([C:10]([F:13])([F:12])[F:11])=[O:9].[Cl:15][C:16]1[CH:28]=[CH:27][C:26]([NH:29][NH2:30])=[CH:25][C:17]=1[CH:18]=[CH:19][C:20]([O:22][CH2:23][CH3:24])=[O:21]. Product: [Cl:15][C:16]1[CH:28]=[CH:27][C:26]([NH:29][N:30]=[CH:7][C:8](=[O:9])[C:10]([F:13])([F:12])[F:11])=[CH:25][C:17]=1[CH:18]=[CH:19][C:20]([O:22][CH2:23][CH3:24])=[O:21]. The catalyst class is: 6.